Dataset: Catalyst prediction with 721,799 reactions and 888 catalyst types from USPTO. Task: Predict which catalyst facilitates the given reaction. Reactant: Br[C:2]1[CH:7]=[CH:6][CH:5]=[CH:4][C:3]=1[CH2:8][CH2:9][C:10]([N:12]([CH:22]([CH3:24])[CH3:23])[NH:13][C:14](=[O:21])[C:15]1[CH:20]=[CH:19][CH:18]=[CH:17][CH:16]=1)=[O:11].C([O-])([O-])=O.[Na+].[Na+].[CH3:31][C:32]1[CH:37]=[CH:36][CH:35]=[CH:34][C:33]=1B(O)O. Product: [CH:22]([N:12]([C:10](=[O:11])[CH2:9][CH2:8][C:3]1[CH:4]=[CH:5][CH:6]=[CH:7][C:2]=1[C:33]1[CH:34]=[CH:35][CH:36]=[CH:37][C:32]=1[CH3:31])[NH:13][C:14](=[O:21])[C:15]1[CH:20]=[CH:19][CH:18]=[CH:17][CH:16]=1)([CH3:24])[CH3:23]. The catalyst class is: 57.